Dataset: Forward reaction prediction with 1.9M reactions from USPTO patents (1976-2016). Task: Predict the product of the given reaction. (1) Given the reactants [CH3:1][C:2]1([CH3:27])[CH2:7][CH:6]([NH:8][C:9]2[N:14]=[C:13]([C:15]3[S:19][C:18]4[CH:20]=[C:21]([OH:24])[CH:22]=[CH:23][C:17]=4[CH:16]=3)[CH:12]=[CH:11][N:10]=2)[CH2:5][C:4]([CH3:26])([CH3:25])[NH:3]1.[H-].[Na+].[CH2:30](Br)[CH:31]=[CH2:32].O, predict the reaction product. The product is: [CH2:32]([O:24][C:21]1[CH:22]=[CH:23][C:17]2[CH:16]=[C:15]([C:13]3[CH:12]=[CH:11][N:10]=[C:9]([NH:8][CH:6]4[CH2:7][C:2]([CH3:27])([CH3:1])[NH:3][C:4]([CH3:26])([CH3:25])[CH2:5]4)[N:14]=3)[S:19][C:18]=2[CH:20]=1)[CH:31]=[CH2:30]. (2) Given the reactants [CH3:1][O:2][C:3]1[CH:8]=[C:7]([CH3:9])[C:6]([C:10]2[C:18]3[N:17]=[C:16]([CH3:19])[N:15]=[C:14]([NH:20][CH2:21]CCC(N)=O)[C:13]=3[N:12]([CH3:27])[CH:11]=2)=[C:5]([CH3:28])[CH:4]=1.B.CSC, predict the reaction product. The product is: [CH3:1][O:2][C:3]1[CH:8]=[CH:7][C:6]([CH2:10][CH2:11][NH:12][CH2:13][CH2:21][NH:20][C:14]2[C:13]3[N:12]([CH3:27])[CH:11]=[C:10]([C:6]4[C:5]([CH3:28])=[CH:4][C:3]([O:2][CH3:1])=[CH:8][C:7]=4[CH3:9])[C:18]=3[N:17]=[C:16]([CH3:19])[N:15]=2)=[CH:5][CH:4]=1.